From a dataset of Full USPTO retrosynthesis dataset with 1.9M reactions from patents (1976-2016). Predict the reactants needed to synthesize the given product. Given the product [Cl:1][C:2]1[CH:3]=[C:4]([F:30])[C:5]([C:24]2[N:28]=[C:27]([CH3:29])[O:26][N:25]=2)=[C:6]([C:8]2[CH:9]=[C:10]3[C:14](=[CH:15][CH:16]=2)[C@@H:13]([NH:17][C:18]([C:20]2([NH:23][C:38]([C:36]4[O:35][N:34]=[C:33]([O:32][CH3:31])[CH:37]=4)=[O:39])[CH2:21][CH2:22]2)=[O:19])[CH2:12][CH2:11]3)[CH:7]=1, predict the reactants needed to synthesize it. The reactants are: [Cl:1][C:2]1[CH:3]=[C:4]([F:30])[C:5]([C:24]2[N:28]=[C:27]([CH3:29])[O:26][N:25]=2)=[C:6]([C:8]2[CH:9]=[C:10]3[C:14](=[CH:15][CH:16]=2)[C@@H:13]([NH:17][C:18]([C:20]2([NH2:23])[CH2:22][CH2:21]2)=[O:19])[CH2:12][CH2:11]3)[CH:7]=1.[CH3:31][O:32][C:33]1[CH:37]=[C:36]([C:38](O)=[O:39])[O:35][N:34]=1.